From a dataset of Full USPTO retrosynthesis dataset with 1.9M reactions from patents (1976-2016). Predict the reactants needed to synthesize the given product. (1) Given the product [CH2:1]([O:8][CH2:9][N:10]1[CH:14]=[CH:13][C:12]([B:20]([OH:23])[OH:21])=[N:11]1)[C:2]1[CH:3]=[CH:4][CH:5]=[CH:6][CH:7]=1, predict the reactants needed to synthesize it. The reactants are: [CH2:1]([O:8][CH2:9][N:10]1[CH:14]=[CH:13][CH:12]=[N:11]1)[C:2]1[CH:7]=[CH:6][CH:5]=[CH:4][CH:3]=1.[Li]CCCC.[B:20](OC)([O:23]C)[O:21]C.Cl. (2) The reactants are: [C:1]1(B(O)O)[CH:6]=[CH:5][CH:4]=[CH:3][CH:2]=1.[F-].[Cs+].[CH2:12]([O:14][P:15]([CH:20]=[C:21]1[NH:27][CH2:26][CH2:25][N:24]([CH3:28])[C:23]2[CH:29]=[C:30](Cl)[CH:31]=[CH:32][C:22]1=2)(=[O:19])[O:16][CH2:17][CH3:18])[CH3:13]. Given the product [CH2:12]([O:14][P:15]([CH:20]=[C:21]1[NH:27][CH2:26][CH2:25][N:24]([CH3:28])[C:23]2[CH:29]=[C:30]([C:1]3[CH:6]=[CH:5][CH:4]=[CH:3][CH:2]=3)[CH:31]=[CH:32][C:22]1=2)(=[O:19])[O:16][CH2:17][CH3:18])[CH3:13], predict the reactants needed to synthesize it. (3) Given the product [C:14]([NH:13][C:11]([C:10]1[C:4]2[C:5](=[N:6][CH:7]=[C:2]([N:46]3[C:47]4[C:43](=[CH:42][C:41]([O:40][CH:39]([F:38])[F:50])=[CH:49][CH:48]=4)[CH:44]=[N:45]3)[N:3]=2)[N:8]([CH2:18][O:19][CH2:20][CH2:21][Si:22]([CH3:25])([CH3:24])[CH3:23])[CH:9]=1)=[O:12])([CH3:17])([CH3:16])[CH3:15], predict the reactants needed to synthesize it. The reactants are: Br[C:2]1[N:3]=[C:4]2[C:10]([C:11]([NH:13][C:14]([CH3:17])([CH3:16])[CH3:15])=[O:12])=[CH:9][N:8]([CH2:18][O:19][CH2:20][CH2:21][Si:22]([CH3:25])([CH3:24])[CH3:23])[C:5]2=[N:6][CH:7]=1.[I-].[Na+].CN[C@@H]1CCCC[C@H]1NC.[F:38][CH:39]([F:50])[O:40][C:41]1[CH:42]=[C:43]2[C:47](=[CH:48][CH:49]=1)[NH:46][N:45]=[CH:44]2.[O-]P([O-])([O-])=O.[K+].[K+].[K+]. (4) Given the product [CH3:8][C:7]1[C:6]([NH:9][CH2:10][CH2:11][O:12][CH2:13][CH2:14][CH2:15][C:16]2[CH:17]=[N:18][CH:19]=[CH:20][CH:21]=2)=[C:5]([NH2:22])[C:4]([O:25][C:26]2[CH:27]=[CH:28][CH:29]=[CH:30][CH:31]=2)=[N:3][C:2]=1[CH3:1], predict the reactants needed to synthesize it. The reactants are: [CH3:1][C:2]1[C:7]([CH3:8])=[C:6]([NH:9][CH2:10][CH2:11][O:12][CH2:13][CH2:14][CH2:15][C:16]2[CH:17]=[N:18][CH:19]=[CH:20][CH:21]=2)[C:5]([N+:22]([O-])=O)=[C:4]([O:25][C:26]2[CH:31]=[CH:30][CH:29]=[CH:28][CH:27]=2)[N:3]=1.[H][H].